This data is from Reaction yield outcomes from USPTO patents with 853,638 reactions. The task is: Predict the reaction yield, written as a fraction of the theoretical maximum amount of product (1.0 means a 100% yield; for example, 0.34 means a 34% yield). (1) The yield is 0.860. The reactants are [C:1]([O:5][C:6]([N:8]1[CH2:13][CH2:12][N:11]([C:14]2[C:19](I)=[CH:18][N:17]=[CH:16][N:15]=2)[CH2:10][CH2:9]1)=[O:7])([CH3:4])([CH3:3])[CH3:2].N1C2C(=CC=C3C=2N=CC=C3)C=CC=1.C([O-])([O-])=O.[Cs+].[Cs+].[CH2:41]([OH:48])[C:42]1[CH:47]=[CH:46][CH:45]=[CH:44][CH:43]=1. The catalyst is [Cu]I.C1(C)C=CC=CC=1. The product is [C:1]([O:5][C:6]([N:8]1[CH2:13][CH2:12][N:11]([C:14]2[C:19]([O:48][CH2:41][C:42]3[CH:47]=[CH:46][CH:45]=[CH:44][CH:43]=3)=[CH:18][N:17]=[CH:16][N:15]=2)[CH2:10][CH2:9]1)=[O:7])([CH3:4])([CH3:3])[CH3:2]. (2) The reactants are C([Cl:4])(=O)C.[CH3:5][O:6][C:7]1[CH:12]=[C:11]([O:13][CH3:14])[CH:10]=[CH:9][C:8]=1[C:15]1[N:20]([CH2:21][C:22]([NH:24][CH2:25][CH2:26][NH:27]C(=O)OC(C)(C)C)=[O:23])[C:19](=[S:35])[NH:18][C:17](=[O:36])[CH:16]=1. The catalyst is C(O)C. The product is [ClH:4].[NH2:27][CH2:26][CH2:25][NH:24][C:22](=[O:23])[CH2:21][N:20]1[C:15]([C:8]2[CH:9]=[CH:10][C:11]([O:13][CH3:14])=[CH:12][C:7]=2[O:6][CH3:5])=[CH:16][C:17](=[O:36])[NH:18][C:19]1=[S:35]. The yield is 0.870. (3) The reactants are [Cl:1][C:2]1[CH:32]=[CH:31][CH:30]=[C:29]([F:33])[C:3]=1[CH2:4][S:5][C:6]1[N:7]([C:22]2[CH:27]=[CH:26][C:25]([F:28])=[CH:24][CH:23]=2)[C:8]([C:11]([C:14]2[CH:19]=[CH:18][C:17]([Cl:20])=[C:16]([Cl:21])[CH:15]=2)([CH3:13])[CH3:12])=[CH:9][N:10]=1.C(=O)([O-])[O-].[Na+].[Na+].O.[Br:41]Br. The catalyst is C(Cl)Cl. The product is [Br:41][C:9]1[N:10]=[C:6]([S:5][CH2:4][C:3]2[C:29]([F:33])=[CH:30][CH:31]=[CH:32][C:2]=2[Cl:1])[N:7]([C:22]2[CH:27]=[CH:26][C:25]([F:28])=[CH:24][CH:23]=2)[C:8]=1[C:11]([C:14]1[CH:19]=[CH:18][C:17]([Cl:20])=[C:16]([Cl:21])[CH:15]=1)([CH3:13])[CH3:12]. The yield is 0.890. (4) The reactants are [C:1]12([C:11]3[CH:16]=[CH:15][C:14]([OH:17])=[C:13]([CH3:18])[CH:12]=3)[CH2:10][CH:5]3[CH2:6][CH:7]([CH2:9][CH:3]([CH2:4]3)[CH2:2]1)[CH2:8]2.C(=O)([O-])[O-].[K+].[K+].Cl[CH2:26][C:27]([O:29][CH2:30][CH3:31])=[O:28]. The catalyst is CN(C)C=O.C(OCC)(=O)C. The product is [C:1]12([C:11]3[CH:16]=[CH:15][C:14]([O:17][CH2:26][C:27]([O:29][CH2:30][CH3:31])=[O:28])=[C:13]([CH3:18])[CH:12]=3)[CH2:8][CH:7]3[CH2:9][CH:3]([CH2:4][CH:5]([CH2:6]3)[CH2:10]1)[CH2:2]2. The yield is 0.959. (5) The catalyst is CCO.[Pd]. The product is [NH2:1][C:4]1[CH:5]=[CH:6][C:7]2[CH2:13][CH2:12][CH2:11][CH2:10][N:9]([C:14](=[O:16])[CH3:15])[C:8]=2[CH:17]=1. The yield is 0.900. The reactants are [N+:1]([C:4]1[CH:5]=[CH:6][C:7]2[CH2:13][CH2:12][CH2:11][CH2:10][N:9]([C:14](=[O:16])[CH3:15])[C:8]=2[CH:17]=1)([O-])=O. (6) The reactants are [Cl:1][C:2]1[CH:7]=[CH:6][C:5]([NH:8][C:9]([CH:11]2[CH2:16][N:15]([C:17](=[O:29])[C:18]3[CH:23]=[CH:22][CH:21]=[C:20]([C:24]4[O:25][CH:26]=[CH:27][CH:28]=4)[CH:19]=3)[CH2:14][CH2:13][NH:12]2)=[O:10])=[CH:4][CH:3]=1.[N:30]([C:33]1[CH:38]=[CH:37][CH:36]=[CH:35][CH:34]=1)=[C:31]=[O:32]. The catalyst is ClCCl. The product is [Cl:1][C:2]1[CH:7]=[CH:6][C:5]([NH:8][C:9]([CH:11]2[CH2:16][N:15]([C:17](=[O:29])[C:18]3[CH:23]=[CH:22][CH:21]=[C:20]([C:24]4[O:25][CH:26]=[CH:27][CH:28]=4)[CH:19]=3)[CH2:14][CH2:13][N:12]2[C:31]([NH:30][C:33]2[CH:38]=[CH:37][CH:36]=[CH:35][CH:34]=2)=[O:32])=[O:10])=[CH:4][CH:3]=1. The yield is 0.670.